This data is from Catalyst prediction with 721,799 reactions and 888 catalyst types from USPTO. The task is: Predict which catalyst facilitates the given reaction. (1) Reactant: I[C:2]1[CH:8]=[CH:7][C:5]([NH2:6])=[CH:4][CH:3]=1.[CH3:9][N:10]1[CH2:16][CH2:15][CH2:14][NH:13][C:12](=[O:17])[CH2:11]1.[O-]P([O-])([O-])=O.[K+].[K+].[K+].N[C@@H]1CCCC[C@H]1N. Product: [CH3:9][N:10]1[CH2:16][CH2:15][CH2:14][N:13]([C:2]2[CH:8]=[CH:7][C:5]([NH2:6])=[CH:4][CH:3]=2)[C:12](=[O:17])[CH2:11]1. The catalyst class is: 185. (2) Reactant: [Br:1][C:2]1[CH:3]=[CH:4][C:5]([NH:8][C:9]2[N:14]=[CH:13][C:12]([CH:15]3[O:20][CH2:19][CH2:18][N:17](C(OC(C)(C)C)=O)[CH2:16]3)=[CH:11][C:10]=2[CH3:28])=[N:6][CH:7]=1.FC(F)(F)C(O)=O.CCOC(C)=O.C1COCC1. Product: [Br:1][C:2]1[CH:3]=[CH:4][C:5]([NH:8][C:9]2[C:10]([CH3:28])=[CH:11][C:12]([CH:15]3[O:20][CH2:19][CH2:18][NH:17][CH2:16]3)=[CH:13][N:14]=2)=[N:6][CH:7]=1. The catalyst class is: 47. (3) Reactant: Cl[C:2]1[CH:3]=[CH:4][C:5]2[O:6][CH2:7][CH2:8][C:9]3[N:10]([CH:13]=[C:14]([C:16]([NH2:18])=[O:17])[N:15]=3)[C:11]=2[N:12]=1.[CH3:19][C:20]1[O:24][N:23]=[C:22]([C@:25]([OH:29])([C:27]#[CH:28])[CH3:26])[CH:21]=1. Product: [OH:29][C@:25]([C:22]1[CH:21]=[C:20]([CH3:19])[O:24][N:23]=1)([CH3:26])[C:27]#[C:28][C:2]1[CH:3]=[CH:4][C:5]2[O:6][CH2:7][CH2:8][C:9]3[N:10]([CH:13]=[C:14]([C:16]([NH2:18])=[O:17])[N:15]=3)[C:11]=2[N:12]=1. The catalyst class is: 73. (4) The catalyst class is: 92. Product: [CH2:1]([C:8]1[O:12][N:11]=[C:10]([CH2:13][S:14]([C:16]2[CH:17]=[CH:18][C:19]([CH2:20][CH2:21][NH:22][CH2:53][C@H:51]([OH:52])[CH2:50][O:49][C:46]3[CH:45]=[CH:44][C:43]([O:42][Si:29]([C:25]([CH3:28])([CH3:27])[CH3:26])([C:30]4[CH:31]=[CH:32][CH:33]=[CH:34][CH:35]=4)[C:36]4[CH:41]=[CH:40][CH:39]=[CH:38][CH:37]=4)=[CH:48][CH:47]=3)=[CH:23][CH:24]=2)=[O:15])[N:9]=1)[C:2]1[CH:3]=[CH:4][CH:5]=[CH:6][CH:7]=1. Reactant: [CH2:1]([C:8]1[O:12][N:11]=[C:10]([CH2:13][S:14]([C:16]2[CH:24]=[CH:23][C:19]([CH2:20][CH2:21][NH2:22])=[CH:18][CH:17]=2)=[O:15])[N:9]=1)[C:2]1[CH:7]=[CH:6][CH:5]=[CH:4][CH:3]=1.[C:25]([Si:29]([O:42][C:43]1[CH:48]=[CH:47][C:46]([O:49][CH2:50][C@@H:51]2[CH2:53][O:52]2)=[CH:45][CH:44]=1)([C:36]1[CH:41]=[CH:40][CH:39]=[CH:38][CH:37]=1)[C:30]1[CH:35]=[CH:34][CH:33]=[CH:32][CH:31]=1)([CH3:28])([CH3:27])[CH3:26].ClCCl.C(Cl)(Cl)Cl.CO.